From a dataset of Reaction yield outcomes from USPTO patents with 853,638 reactions. Predict the reaction yield, written as a fraction of the theoretical maximum amount of product (1.0 means a 100% yield; for example, 0.34 means a 34% yield). (1) The reactants are [Cl:1][C:2]1[CH:9]=[CH:8][C:7]([C:10]2[C:14]3[CH2:15][N:16]([S:19]([CH3:22])(=[O:21])=[O:20])[CH2:17][CH2:18][C:13]=3[N:12]([CH2:23][CH2:24][CH2:25][N:26]3[CH2:31][CH2:30][CH:29]([N:32]4[CH2:36][CH2:35][CH2:34][C:33]4=[O:37])[CH2:28][CH2:27]3)[N:11]=2)=[CH:6][C:3]=1[CH:4]=O.[NH2:38][C:39]1[CH:44]=[CH:43][CH:42]=[CH:41][CH:40]=1.CC(O)=O.[BH-](OC(C)=O)(OC(C)=O)OC(C)=O.[Na+]. The catalyst is C(Cl)Cl. The product is [Cl:1][C:2]1[CH:9]=[CH:8][C:7]([C:10]2[C:14]3[CH2:15][N:16]([S:19]([CH3:22])(=[O:20])=[O:21])[CH2:17][CH2:18][C:13]=3[N:12]([CH2:23][CH2:24][CH2:25][N:26]3[CH2:27][CH2:28][CH:29]([N:32]4[CH2:36][CH2:35][CH2:34][C:33]4=[O:37])[CH2:30][CH2:31]3)[N:11]=2)=[CH:6][C:3]=1[CH2:4][NH:38][C:39]1[CH:44]=[CH:43][CH:42]=[CH:41][CH:40]=1. The yield is 0.290. (2) The reactants are [C:1]([O:9][C@@H:10]1[C@H:14]([CH2:15][O:16][C:17](=[O:24])[C:18]2[CH:23]=[CH:22][CH:21]=[CH:20][CH:19]=2)[O:13][C@H:12]([N:25]2[CH:33]=[N:32][C:31]3[C:26]2=[N:27][CH:28]=[N:29][C:30]=3[NH2:34])[CH2:11]1)(=[O:8])[C:2]1[CH:7]=[CH:6][CH:5]=[CH:4][CH:3]=1.[CH3:35][O:36][C:37]1[CH:56]=[CH:55][C:40]([C:41](Cl)([C:48]2[CH:53]=[CH:52][CH:51]=[CH:50][CH:49]=2)[C:42]2[CH:47]=[CH:46][CH:45]=[CH:44][CH:43]=2)=[CH:39][CH:38]=1.CO. The catalyst is N1C=CC=CC=1. The product is [CH3:35][O:36][C:37]1[CH:56]=[CH:55][C:40]([C:41]([NH:34][C:30]2[N:29]=[CH:28][N:27]=[C:26]3[C:31]=2[N:32]=[CH:33][N:25]3[C@H:12]2[O:13][C@@H:14]([CH2:15][O:16][C:17](=[O:24])[C:18]3[CH:23]=[CH:22][CH:21]=[CH:20][CH:19]=3)[C@@H:10]([O:9][C:1](=[O:8])[C:2]3[CH:3]=[CH:4][CH:5]=[CH:6][CH:7]=3)[CH2:11]2)([C:42]2[CH:43]=[CH:44][CH:45]=[CH:46][CH:47]=2)[C:48]2[CH:53]=[CH:52][CH:51]=[CH:50][CH:49]=2)=[CH:39][CH:38]=1. The yield is 0.720. (3) The reactants are [N:1]1([C:6]2[CH:7]=[CH:8][C:9]([N:12]3[C:16]([C:17]4[CH:22]=[CH:21][C:20](Br)=[CH:19][CH:18]=4)=[CH:15][CH:14]=[C:13]3[CH2:24][CH2:25][C:26]([O:28][CH2:29][CH3:30])=[O:27])=[N:10][CH:11]=2)[CH:5]=[CH:4][N:3]=[CH:2]1.[NH:31]1[CH:35]=[CH:34][N:33]=[CH:32]1.N1CCC[C@H]1C(O)=O.C([O-])([O-])=O.[K+].[K+]. The catalyst is CS(C)=O.[Cu]I.O. The product is [N:31]1([C:20]2[CH:21]=[CH:22][C:17]([C:16]3[N:12]([C:9]4[CH:8]=[CH:7][C:6]([N:1]5[CH:5]=[CH:4][N:3]=[CH:2]5)=[CH:11][N:10]=4)[C:13]([CH2:24][CH2:25][C:26]([O:28][CH2:29][CH3:30])=[O:27])=[CH:14][CH:15]=3)=[CH:18][CH:19]=2)[CH:35]=[CH:34][N:33]=[CH:32]1. The yield is 0.210. (4) The reactants are C(OC([N:8]1[CH2:13][CH2:12][N:11]([CH2:14][CH2:15][N:16]2[C:24]3[C:19](=[CH:20][C:21]([O:25][C:26]4[CH:31]=[CH:30][C:29]([F:32])=[CH:28][C:27]=4[CH2:33][NH:34][C:35]([NH:37][C:38]4[O:42][N:41]=[C:40]([C:43]([CH3:46])([CH3:45])[CH3:44])[CH:39]=4)=[O:36])=[CH:22][CH:23]=3)[CH:18]=[N:17]2)[CH2:10][CH2:9]1)=O)(C)(C)C.C(O)(C(F)(F)F)=O.C(Cl)Cl. No catalyst specified. The product is [C:43]([C:40]1[CH:39]=[C:38]([NH:37][C:35]([NH:34][CH2:33][C:27]2[CH:28]=[C:29]([F:32])[CH:30]=[CH:31][C:26]=2[O:25][C:21]2[CH:20]=[C:19]3[C:24](=[CH:23][CH:22]=2)[N:16]([CH2:15][CH2:14][N:11]2[CH2:12][CH2:13][NH:8][CH2:9][CH2:10]2)[N:17]=[CH:18]3)=[O:36])[O:42][N:41]=1)([CH3:46])([CH3:44])[CH3:45]. The yield is 0.800.